Predict the product of the given reaction. From a dataset of Forward reaction prediction with 1.9M reactions from USPTO patents (1976-2016). (1) The product is: [CH2:1]([N:8]([CH3:27])[S:9]([C:12]1[CH:13]=[C:14]2[C:18](=[CH:19][CH:20]=1)[NH:17][C:16](=[O:21])[C:15]2=[O:22])(=[O:11])=[O:10])[C:2]1[CH:7]=[CH:6][CH:5]=[CH:4][CH:3]=1. Given the reactants [CH2:1]([N:8]([CH3:27])[S:9]([C:12]1[CH:13]=[C:14]2[C:18](=[CH:19][CH:20]=1)[NH:17][C:16](=[O:21])[C:15]12OCCC[O:22]1)(=[O:11])=[O:10])[C:2]1[CH:7]=[CH:6][CH:5]=[CH:4][CH:3]=1.[OH-].C([N+](C)(C)C)C1C=CC=CC=1.C(#N)C=C, predict the reaction product. (2) Given the reactants [CH3:1][N:2]1[CH2:7][CH2:6][NH:5][CH2:4][CH2:3]1.O=[C:9]1[CH2:22][C:11]2([CH2:14][N:13]([C:15]([O:17][C:18]([CH3:21])([CH3:20])[CH3:19])=[O:16])[CH2:12]2)[CH2:10]1.[BH3-]C#N.[Na+].C([O-])([O-])=O.[K+].[K+], predict the reaction product. The product is: [CH3:1][N:2]1[CH2:7][CH2:6][N:5]([CH:9]2[CH2:22][C:11]3([CH2:14][N:13]([C:15]([O:17][C:18]([CH3:20])([CH3:19])[CH3:21])=[O:16])[CH2:12]3)[CH2:10]2)[CH2:4][CH2:3]1. (3) Given the reactants C([O:9][CH2:10][CH2:11][N:12]1[C:20]2[C:19](Cl)=[N:18][CH:17]=[N:16][C:15]=2[CH:14]=[CH:13]1)(=O)C1C=CC=CC=1.[Cl:22][C:23]1[CH:24]=[C:25]([CH:27]=[CH:28][C:29]=1[O:30][C:31]1[CH:36]=[CH:35][CH:34]=[C:33]([S:37]([CH2:40][CH:41]([CH3:43])[CH3:42])(=[O:39])=[O:38])[CH:32]=1)[NH2:26].[OH-].[Na+], predict the reaction product. The product is: [Cl:22][C:23]1[CH:24]=[C:25]([NH:26][C:19]2[C:20]3[N:12]([CH2:11][CH2:10][OH:9])[CH:13]=[CH:14][C:15]=3[N:16]=[CH:17][N:18]=2)[CH:27]=[CH:28][C:29]=1[O:30][C:31]1[CH:36]=[CH:35][CH:34]=[C:33]([S:37]([CH2:40][CH:41]([CH3:42])[CH3:43])(=[O:38])=[O:39])[CH:32]=1. (4) Given the reactants [OH:1][C@@:2]1([C:9]#[C:10][C:11]2[CH:12]=[C:13]([C:17]3[N:18]=[C:19]([C:26]([O:28]CC)=O)[N:20]4[CH2:25][CH2:24][CH2:23][CH2:22][C:21]=34)[CH:14]=[CH:15][CH:16]=2)[CH2:6][CH2:5][N:4]([CH3:7])[C:3]1=[O:8].[NH3:31], predict the reaction product. The product is: [OH:1][C@@:2]1([C:9]#[C:10][C:11]2[CH:12]=[C:13]([C:17]3[N:18]=[C:19]([C:26]([NH2:31])=[O:28])[N:20]4[CH2:25][CH2:24][CH2:23][CH2:22][C:21]=34)[CH:14]=[CH:15][CH:16]=2)[CH2:6][CH2:5][N:4]([CH3:7])[C:3]1=[O:8]. (5) The product is: [Cl:32][C:31]1[C:26]([N:23]2[C:19]3=[N:20][CH:21]=[N:22][C:17]([O:3][C@@H:4]([CH2:9][O:10][C@H:11]([CH3:15])[CH2:12][O:13][CH3:14])[C:5]([O:7][CH3:8])=[O:6])=[C:18]3[CH:25]=[N:24]2)=[N:27][CH:28]=[CH:29][CH:30]=1. Given the reactants [H-].[Na+].[OH:3][C@@H:4]([CH2:9][O:10][C@H:11]([CH3:15])[CH2:12][O:13][CH3:14])[C:5]([O:7][CH3:8])=[O:6].Cl[C:17]1[N:22]=[CH:21][N:20]=[C:19]2[N:23]([C:26]3[C:31]([Cl:32])=[CH:30][CH:29]=[CH:28][N:27]=3)[N:24]=[CH:25][C:18]=12, predict the reaction product. (6) Given the reactants Br[C:2]1[CH:7]=[CH:6][C:5]([C:8]2([OH:15])[CH2:13][CH2:12][N:11]([CH3:14])[CH2:10][CH2:9]2)=[CH:4][CH:3]=1.[C:16](=[NH:29])([C:23]1[CH:28]=[CH:27][CH:26]=[CH:25][CH:24]=1)[C:17]1[CH:22]=[CH:21][CH:20]=[CH:19][CH:18]=1.C(=O)([O-])[O-].[Cs+].[Cs+].CC1(C)C2C(=C(P(C3C=CC=CC=3)C3C=CC=CC=3)C=CC=2)OC2C(P(C3C=CC=CC=3)C3C=CC=CC=3)=CC=CC1=2, predict the reaction product. The product is: [C:16](=[N:29][C:2]1[CH:7]=[CH:6][C:5]([C:8]2([OH:15])[CH2:13][CH2:12][N:11]([CH3:14])[CH2:10][CH2:9]2)=[CH:4][CH:3]=1)([C:23]1[CH:24]=[CH:25][CH:26]=[CH:27][CH:28]=1)[C:17]1[CH:22]=[CH:21][CH:20]=[CH:19][CH:18]=1. (7) Given the reactants Cl.Cl.Cl.[CH2:4]([C:6]1([N:10]2[CH:14]=[C:13]([C:15]3[N:20]4[CH:21]=[CH:22][N:23]=[C:19]4[CH:18]=[C:17]([C:24]4[CH:25]=[N:26][N:27]([CH3:29])[CH:28]=4)[N:16]=3)[CH:12]=[N:11]2)[CH2:9][NH:8][CH2:7]1)[CH3:5].C(N(CC)C(C)C)(C)C.[F:39][C:40]([F:53])([F:52])[S:41](O[S:41]([C:40]([F:53])([F:52])[F:39])(=[O:43])=[O:42])(=[O:43])=[O:42].CCOC(C)=O.CO, predict the reaction product. The product is: [CH2:4]([C:6]1([N:10]2[CH:14]=[C:13]([C:15]3[N:20]4[CH:21]=[CH:22][N:23]=[C:19]4[CH:18]=[C:17]([C:24]4[CH:25]=[N:26][N:27]([CH3:29])[CH:28]=4)[N:16]=3)[CH:12]=[N:11]2)[CH2:9][N:8]([S:41]([C:40]([F:53])([F:52])[F:39])(=[O:43])=[O:42])[CH2:7]1)[CH3:5]. (8) Given the reactants [NH:1]1[CH2:6][CH2:5][CH2:4][CH2:3][CH2:2]1.[OH-:7].[Na+], predict the reaction product. The product is: [N:1]1([CH:4]2[CH2:5][CH2:6][O:7][CH2:2][CH2:3]2)[CH2:6][CH2:5][CH2:4][CH2:3][CH2:2]1.